Dataset: Catalyst prediction with 721,799 reactions and 888 catalyst types from USPTO. Task: Predict which catalyst facilitates the given reaction. (1) Reactant: [Cl-].O[NH3+:3].[C:4](=[O:7])([O-])[OH:5].[Na+].CS(C)=O.[CH:13]1([CH:16]([OH:53])[CH2:17][O:18][C@H:19]2[CH2:24][CH2:23][C@H:22]([N:25]3[C:30](=[O:31])[C:29]([CH2:32][C:33]4[CH:38]=[CH:37][C:36]([C:39]5[C:40]([C:45]#[N:46])=[CH:41][CH:42]=[CH:43][CH:44]=5)=[CH:35][CH:34]=4)=[C:28]([CH2:47][CH2:48][CH3:49])[N:27]4[N:50]=[CH:51][CH:52]=[C:26]34)[CH2:21][CH2:20]2)[CH2:15][CH2:14]1. Product: [CH:13]1([CH:16]([OH:53])[CH2:17][O:18][C@H:19]2[CH2:20][CH2:21][C@H:22]([N:25]3[C:30](=[O:31])[C:29]([CH2:32][C:33]4[CH:34]=[CH:35][C:36]([C:39]5[CH:44]=[CH:43][CH:42]=[CH:41][C:40]=5[C:45]5[NH:3][C:4](=[O:7])[O:5][N:46]=5)=[CH:37][CH:38]=4)=[C:28]([CH2:47][CH2:48][CH3:49])[N:27]4[N:50]=[CH:51][CH:52]=[C:26]34)[CH2:23][CH2:24]2)[CH2:14][CH2:15]1. The catalyst class is: 13. (2) Reactant: [CH:1]1[CH:6]=[N:5][CH:4]=[C:3]2[CH2:7][O:8][C:9]3[CH:10]=[C:11]([NH2:15])[CH:12]=[CH:13][C:14]=3[C:2]=12.CCN(C(C)C)C(C)C.Cl[C:26]([O:28][CH2:29][C:30]([CH3:33])([CH3:32])[CH3:31])=[O:27]. Product: [CH:1]1[CH:6]=[N:5][CH:4]=[C:3]2[CH2:7][O:8][C:9]3[CH:10]=[C:11]([NH:15][C:26](=[O:27])[O:28][CH2:29][C:30]([CH3:33])([CH3:32])[CH3:31])[CH:12]=[CH:13][C:14]=3[C:2]=12. The catalyst class is: 26. (3) Product: [OH:13][C:2]1[C:3]([CH3:12])=[C:4]([C:8]([CH3:11])=[CH:9][CH:10]=1)[C:5]([OH:7])=[O:6]. The catalyst class is: 6. Reactant: N[C:2]1[C:3]([CH3:12])=[C:4]([C:8]([CH3:11])=[CH:9][CH:10]=1)[C:5]([OH:7])=[O:6].[OH:13]S(O)(=O)=O.N([O-])=O.[Na+]. (4) Reactant: [CH:1]1([NH:4][C:5]2[N:13]=[C:12]3[C:8]([NH:9][C:10](=[O:22])[N:11]3[C:14]3[CH:19]=[CH:18][CH:17]=[C:16]([O:20][CH3:21])[CH:15]=3)=[CH:7][N:6]=2)[CH2:3][CH2:2]1.C(N=P1(N(CC)CC)N(C)CCCN1C)(C)(C)C.[CH2:41](Br)[C:42]1[CH:47]=[CH:46][CH:45]=[CH:44][CH:43]=1. Product: [CH2:41]([N:9]1[C:8]2[C:12](=[N:13][C:5]([NH:4][CH:1]3[CH2:3][CH2:2]3)=[N:6][CH:7]=2)[N:11]([C:14]2[CH:19]=[CH:18][CH:17]=[C:16]([O:20][CH3:21])[CH:15]=2)[C:10]1=[O:22])[C:42]1[CH:47]=[CH:46][CH:45]=[CH:44][CH:43]=1. The catalyst class is: 10. (5) Reactant: [SH:1][C:2]1[CH:10]=[CH:9][C:5]([C:6]([OH:8])=[O:7])=[CH:4][CH:3]=1.S([O-])([O-])(=O)=S.[Na+].[Na+].[H-].[Na+].BrC1C=CC(S(O[C@H:31]2[CH2:34][C@@H:33]([N:35]3[CH2:40][CH2:39][CH2:38][CH2:37][CH2:36]3)[CH2:32]2)(=O)=O)=CC=1. Product: [N:35]1([C@H:33]2[CH2:34][C@H:31]([S:1][C:2]3[CH:10]=[CH:9][C:5]([C:6]([OH:8])=[O:7])=[CH:4][CH:3]=3)[CH2:32]2)[CH2:40][CH2:39][CH2:38][CH2:37][CH2:36]1. The catalyst class is: 9.